Dataset: Forward reaction prediction with 1.9M reactions from USPTO patents (1976-2016). Task: Predict the product of the given reaction. (1) Given the reactants [NH2:1][C:2]1[C:3]([C:19]([OH:21])=[O:20])=[N:4][C:5](Cl)=[C:6]([C:8]2[CH:13]=[CH:12][C:11]([S:14]([CH3:17])(=[O:16])=[O:15])=[CH:10][CH:9]=2)[N:7]=1.[CH3:22][N:23]([CH3:33])[C:24]1[CH:29]=[CH:28][C:27](B(O)O)=[CH:26][CH:25]=1.C(=O)([O-])[O-].[Cs+].[Cs+].FC(F)(F)C(O)=O, predict the reaction product. The product is: [NH2:1][C:2]1[C:3]([C:19]([OH:21])=[O:20])=[N:4][C:5]([C:27]2[CH:28]=[CH:29][C:24]([N:23]([CH3:33])[CH3:22])=[CH:25][CH:26]=2)=[C:6]([C:8]2[CH:13]=[CH:12][C:11]([S:14]([CH3:17])(=[O:16])=[O:15])=[CH:10][CH:9]=2)[N:7]=1. (2) Given the reactants CC1(C)[O:6][N:5]=[C:4]([C:7]2[C:8]([C:24]3[O:25][CH:26]=[CH:27][C:28]=3[C:29]#[N:30])=[C:9]([C:17]3[CH:22]=[CH:21][C:20]([OH:23])=[CH:19][CH:18]=3)[CH:10]=[C:11]([C:13]([F:16])([F:15])[F:14])[CH:12]=2)[NH:3]1.Cl.C(Cl)Cl.CCOC(C)=O.[NH4+].[Cl-], predict the reaction product. The product is: [C:29]([C:28]1[CH:27]=[CH:26][O:25][C:24]=1[C:8]1[C:7]([C:4](=[N:5][OH:6])[NH2:3])=[CH:12][C:11]([C:13]([F:16])([F:14])[F:15])=[CH:10][C:9]=1[C:17]1[CH:18]=[CH:19][C:20]([OH:23])=[CH:21][CH:22]=1)#[N:30]. (3) Given the reactants [C:1]([C:4]1[C:9]2[S:10][C:11]([C:14]([NH:16][C:17]3[CH:26]=[CH:25][C:24]4[C:19](=[CH:20][CH:21]=[CH:22][C:23]=4[C:27]([N:29]4[CH2:32][CH:31]([O:33][CH3:34])[CH2:30]4)=[O:28])[N:18]=3)=[O:15])=[C:12]([CH3:13])[C:8]=2[C:7]([CH2:35][O:36][CH3:37])=[CH:6][CH:5]=1)(=[O:3])[CH3:2].[CH3:38][S:39]([OH:42])(=[O:41])=[O:40], predict the reaction product. The product is: [CH3:38][S:39]([OH:42])(=[O:41])=[O:40].[C:1]([C:4]1[C:9]2[S:10][C:11]([C:14]([NH:16][C:17]3[CH:26]=[CH:25][C:24]4[C:19](=[CH:20][CH:21]=[CH:22][C:23]=4[C:27]([N:29]4[CH2:32][CH:31]([O:33][CH3:34])[CH2:30]4)=[O:28])[N:18]=3)=[O:15])=[C:12]([CH3:13])[C:8]=2[C:7]([CH2:35][O:36][CH3:37])=[CH:6][CH:5]=1)(=[O:3])[CH3:2].